From a dataset of Full USPTO retrosynthesis dataset with 1.9M reactions from patents (1976-2016). Predict the reactants needed to synthesize the given product. Given the product [CH3:31][C:15]1([CH3:14])[O:20][C:19]2[CH:21]=[C:22](/[CH:25]=[CH:26]/[C:27]([N:2]([CH3:1])[CH2:3][C:4]3[C:8]4[CH:9]=[CH:10][CH:11]=[CH:12][C:7]=4[O:6][C:5]=3[CH3:13])=[O:29])[CH:23]=[N:24][C:18]=2[NH:17][C:16]1=[O:30], predict the reactants needed to synthesize it. The reactants are: [CH3:1][NH:2][CH2:3][C:4]1[C:8]2[CH:9]=[CH:10][CH:11]=[CH:12][C:7]=2[O:6][C:5]=1[CH3:13].[CH3:14][C:15]1([CH3:31])[O:20][C:19]2[CH:21]=[C:22]([CH:25]=[CH:26][C:27]([OH:29])=O)[CH:23]=[N:24][C:18]=2[NH:17][C:16]1=[O:30].